Dataset: Catalyst prediction with 721,799 reactions and 888 catalyst types from USPTO. Task: Predict which catalyst facilitates the given reaction. (1) Reactant: [NH2:1][C@H:2]1[CH2:7][CH2:6][C@H:5]([CH2:8][NH:9][C:10]2[C:15]([N+:16]([O-:18])=[O:17])=[CH:14][N:13]=[C:12]([NH:19][CH2:20][C:21]3[CH:26]=[CH:25][CH:24]=[CH:23][C:22]=3[O:27][C:28]([F:31])([F:30])[F:29])[N:11]=2)[CH2:4][CH2:3]1.ClC(Cl)(Cl)S(O[CH2:38][C:39]([F:42])([F:41])[F:40])(=O)=O. Product: [N+:16]([C:15]1[C:10]([NH:9][CH2:8][C@H:5]2[CH2:4][CH2:3][C@H:2]([NH:1][CH2:38][C:39]([F:42])([F:41])[F:40])[CH2:7][CH2:6]2)=[N:11][C:12]([NH:19][CH2:20][C:21]2[CH:26]=[CH:25][CH:24]=[CH:23][C:22]=2[O:27][C:28]([F:30])([F:31])[F:29])=[N:13][CH:14]=1)([O-:18])=[O:17]. The catalyst class is: 23. (2) Reactant: [CH2:1]([NH:5][C:6](=[O:17])[NH:7][C:8]1[N:12]([CH3:13])[N:11]=[C:10]([C:14]([OH:16])=O)[CH:9]=1)[CH:2]([CH3:4])[CH3:3].Cl.[NH:19]1[CH2:24][CH2:23][CH:22]([C:25]2[CH:32]=[CH:31][C:28]([C:29]#[N:30])=[CH:27][CH:26]=2)[CH2:21][CH2:20]1.CCN=C=NCCCN(C)C.C1C=CC2N(O)N=NC=2C=1.CCN(C(C)C)C(C)C. Product: [C:29]([C:28]1[CH:27]=[CH:26][C:25]([CH:22]2[CH2:23][CH2:24][N:19]([C:14]([C:10]3[CH:9]=[C:8]([NH:7][C:6]([NH:5][CH2:1][CH:2]([CH3:3])[CH3:4])=[O:17])[N:12]([CH3:13])[N:11]=3)=[O:16])[CH2:20][CH2:21]2)=[CH:32][CH:31]=1)#[N:30]. The catalyst class is: 39. (3) Reactant: [CH:1]1[C:18]2=[C:19]3[C:8]([C:9]4[C:20]5[C:13](=[CH:14][CH:15]=[CH:16][C:17]2=5)[CH:12]=[CH:11][CH:10]=4)=[CH:7][CH:6]=[CH:5][C:4]3=[C:3]([C:21]#[C:22][C:23]2[C:24](=[O:43])[NH:25][C:26](=[O:42])[N:27]([CH:41]=2)[C@@H:28]2[O:40][C@H:31]([CH2:32][O:33]C(=O)C(C)(C)C)[CH2:30][CH2:29]2)[CH:2]=1.CO. Product: [CH:1]1[C:18]2=[C:19]3[C:8]([C:9]4[C:20]5[C:13](=[CH:14][CH:15]=[CH:16][C:17]2=5)[CH:12]=[CH:11][CH:10]=4)=[CH:7][CH:6]=[CH:5][C:4]3=[C:3]([C:21]#[C:22][C:23]2[C:24](=[O:43])[NH:25][C:26](=[O:42])[N:27]([CH:41]=2)[C@@H:28]2[O:40][C@H:31]([CH2:32][OH:33])[CH2:30][CH2:29]2)[CH:2]=1. The catalyst class is: 15. (4) Reactant: [CH3:1][O:2][C:3]1[CH:4]=[CH:5][C:6]([N+:11]([O-])=O)=[C:7]([CH:10]=1)[C:8]#[N:9].S(S([O-])=O)([O-])=O.[Na+].[Na+].O. Product: [NH2:11][C:6]1[CH:5]=[CH:4][C:3]([O:2][CH3:1])=[CH:10][C:7]=1[C:8]#[N:9]. The catalyst class is: 14. (5) Reactant: C[O:2][C:3](=[O:21])[CH2:4][CH2:5][CH2:6][CH2:7][C:8]1[O:12][C:11]([C:13]2[CH:18]=[CH:17][CH:16]=[CH:15][C:14]=2[O:19][CH3:20])=[N:10][CH:9]=1.C1COCC1.[OH-].[Na+]. Product: [CH3:20][O:19][C:14]1[CH:15]=[CH:16][CH:17]=[CH:18][C:13]=1[C:11]1[O:12][C:8]([CH2:7][CH2:6][CH2:5][CH2:4][C:3]([OH:21])=[O:2])=[CH:9][N:10]=1. The catalyst class is: 14.